Dataset: Forward reaction prediction with 1.9M reactions from USPTO patents (1976-2016). Task: Predict the product of the given reaction. (1) The product is: [Cl:2][C:3]1[CH:8]=[C:7]([O:9][CH3:10])[CH:6]=[CH:5][C:4]=1[N:11]1[C:16]([CH3:17])=[N:15][C:13]([NH2:14])=[N:12]1. Given the reactants Cl.[Cl:2][C:3]1[CH:8]=[C:7]([O:9][CH3:10])[CH:6]=[CH:5][C:4]=1[NH:11][NH:12][C:13](=[NH:15])[NH2:14].[C:16](Cl)(=O)[CH3:17].Cl, predict the reaction product. (2) Given the reactants [C:1]([O-:4])([O-:3])=O.[C:5]([O-:8])([O-])=[O:6].OO.OO.OO.[Na+].[Na+].[Na+].[Na+].[F:19][C:20]([F:31])([C:27]([F:30])([F:29])[F:28])[C:21]([F:26])([F:25])C(Cl)=O, predict the reaction product. The product is: [F:31][C:20]([F:19])([C:27]([F:28])([F:29])[F:30])[C:21]([F:25])([F:26])[C:1]([O:4][O:8][C:5](=[O:6])[C:21]([F:26])([F:25])[C:20]([F:31])([F:19])[C:27]([F:30])([F:29])[F:28])=[O:3]. (3) Given the reactants [CH:1]([C:3]1[C:4]([N:9]2[CH:13]=[C:12]([C:14]([O:16][CH2:17][CH3:18])=[O:15])[C:11]([CH3:19])=[N:10]2)=[N:5][CH:6]=[CH:7][CH:8]=1)=O.[CH3:20][NH:21][CH3:22], predict the reaction product. The product is: [CH3:20][N:21]([CH2:1][C:3]1[C:4]([N:9]2[CH:13]=[C:12]([C:14]([O:16][CH2:17][CH3:18])=[O:15])[C:11]([CH3:19])=[N:10]2)=[N:5][CH:6]=[CH:7][CH:8]=1)[CH3:22]. (4) The product is: [Br:9][CH2:1][C:2]1[CH:3]=[CH:4][C:5]([F:8])=[N:6][CH:7]=1. Given the reactants [CH3:1][C:2]1[CH:3]=[CH:4][C:5]([F:8])=[N:6][CH:7]=1.[Br:9]N1C(=O)CCC1=O.C(OOC(=O)C1C=CC=CC=1)(=O)C1C=CC=CC=1.CCCCCC, predict the reaction product. (5) Given the reactants [NH2:1][CH:2]1[C:8](=[O:9])[NH:7][C:6]2[CH:10]=[CH:11][C:12]([Cl:14])=[CH:13][C:5]=2[C:4]([C:15]2[CH:20]=[CH:19][CH:18]=[CH:17][CH:16]=2)=[N:3]1.[Cl:21][C:22]1[CH:23]=[C:24]([CH2:29][C@H:30]([CH3:34])[C:31](O)=[O:32])[CH:25]=[CH:26][C:27]=1[Cl:28], predict the reaction product. The product is: [Cl:21][C:22]1[CH:23]=[C:24]([CH2:29][C@H:30]([CH3:34])[C:31]([NH:1][CH:2]2[C:8](=[O:9])[NH:7][C:6]3[CH:10]=[CH:11][C:12]([Cl:14])=[CH:13][C:5]=3[C:4]([C:15]3[CH:20]=[CH:19][CH:18]=[CH:17][CH:16]=3)=[N:3]2)=[O:32])[CH:25]=[CH:26][C:27]=1[Cl:28]. (6) Given the reactants [N:1]1[CH:6]=[CH:5][C:4]([C:7]2[CH:12]=[CH:11][C:10]([CH2:13][C:14]([OH:16])=O)=[CH:9][CH:8]=2)=[CH:3][CH:2]=1.CO[C:19]1[C:24]2[N:25]=[C:26]([NH2:28])[S:27][C:23]=2[CH:22]=[CH:21][CH:20]=1.CCN(C(C)C)C(C)C.CN([C:41]([O:45]N1N=NC2C=CC=NC1=2)=[N+](C)C)C.F[P-](F)(F)(F)(F)F, predict the reaction product. The product is: [CH3:41][O:45][C:21]1[CH:20]=[CH:19][C:24]2[N:25]=[C:26]([NH:28][C:14](=[O:16])[CH2:13][C:10]3[CH:9]=[CH:8][C:7]([C:4]4[CH:3]=[CH:2][N:1]=[CH:6][CH:5]=4)=[CH:12][CH:11]=3)[S:27][C:23]=2[CH:22]=1.